Dataset: Reaction yield outcomes from USPTO patents with 853,638 reactions. Task: Predict the reaction yield, written as a fraction of the theoretical maximum amount of product (1.0 means a 100% yield; for example, 0.34 means a 34% yield). (1) The catalyst is C(Cl)Cl.O. The reactants are Cl[C:2]1[CH:7]=[C:6](/[CH:8]=[CH:9]/[CH:10]([C:15]2[CH:20]=[C:19]([Cl:21])[CH:18]=[C:17]([Cl:22])[CH:16]=2)[C:11]([F:14])([F:13])[F:12])[CH:5]=[CH:4][C:3]=1[CH2:23][NH2:24].[C:25](OC(=O)C)(=[O:27])[CH3:26]. The yield is 0.600. The product is [Cl:22][C:17]1[CH:16]=[C:15]([CH:10]([C:11]([F:14])([F:12])[F:13])/[CH:9]=[CH:8]/[C:6]2[CH:7]=[CH:2][C:3]([CH2:23][NH:24][C:25](=[O:27])[CH3:26])=[CH:4][CH:5]=2)[CH:20]=[C:19]([Cl:21])[CH:18]=1. (2) The reactants are [NH:1]1[CH:6]=[CH:5][CH:4]=[CH:3][C:2]1=[S:7].Br[C:9]1[CH:10]=[C:11]([O:17][C:18]2[C:19]([CH3:25])=[N:20][CH:21]=[CH:22][C:23]=2[CH3:24])[C:12]([C:15]#[N:16])=[N:13][CH:14]=1.CN(C=O)C.[H-].[Na+]. The yield is 0.923. The catalyst is O. The product is [CH3:25][C:19]1[C:18]([O:17][C:11]2[C:12]([C:15]#[N:16])=[N:13][CH:14]=[C:9]([S:7][C:2]3[CH:3]=[CH:4][CH:5]=[CH:6][N:1]=3)[CH:10]=2)=[C:23]([CH3:24])[CH:22]=[CH:21][N:20]=1. (3) The reactants are [OH:1][C:2]1[CH:10]=[CH:9][C:8]([C:11]2[N:12]([C:27]([O:29][C:30]([CH3:33])([CH3:32])[CH3:31])=[O:28])[C:13]3[C:18]([CH:19]=2)=[CH:17][C:16]([CH2:20][N:21]2[CH2:26][CH2:25][CH2:24][CH2:23][CH2:22]2)=[CH:15][CH:14]=3)=[C:7]2[C:3]=1[CH2:4][NH:5][C:6]2=[O:34].C(N(CC)CC)C.[Cl:42][C:43]1[CH:48]=[CH:47][CH:46]=[C:45]([Cl:49])[C:44]=1[S:50](Cl)(=[O:52])=[O:51]. The catalyst is C(#N)C. The product is [Cl:42][C:43]1[CH:48]=[CH:47][CH:46]=[C:45]([Cl:49])[C:44]=1[S:50]([O:1][C:2]1[CH:10]=[CH:9][C:8]([C:11]2[N:12]([C:27]([O:29][C:30]([CH3:31])([CH3:33])[CH3:32])=[O:28])[C:13]3[C:18]([CH:19]=2)=[CH:17][C:16]([CH2:20][N:21]2[CH2:26][CH2:25][CH2:24][CH2:23][CH2:22]2)=[CH:15][CH:14]=3)=[C:7]2[C:3]=1[CH2:4][NH:5][C:6]2=[O:34])(=[O:52])=[O:51]. The yield is 0.370. (4) The reactants are [NH2:1][C:2]1[C:7]([NH2:8])=[C:6]([NH:9][C@@H:10]2[C@@H:15]3[CH2:16][C@@H:12]([CH:13]=[CH:14]3)[C@@H:11]2[C:17]([NH2:19])=[O:18])[C:5]([Br:20])=[CH:4][N:3]=1.[Cl:21][C:22]1[CH:29]=[CH:28][C:25]([CH:26]=O)=[CH:24][CH:23]=1.C([O-])(=O)C.[NH4+]. No catalyst specified. The product is [Br:20][C:5]1[C:6]([NH:9][C@@H:10]2[C@@H:15]3[CH2:16][C@@H:12]([CH:13]=[CH:14]3)[C@@H:11]2[C:17]([NH2:19])=[O:18])=[C:7]2[N:8]=[C:26]([C:25]3[CH:28]=[CH:29][C:22]([Cl:21])=[CH:23][CH:24]=3)[NH:1][C:2]2=[N:3][CH:4]=1. The yield is 0.630. (5) The reactants are [CH3:1][O:2][C:3](=[O:33])[CH:4]([O:31][CH3:32])[CH:5](O)[C:6]1[C:11]2[S:12][CH:13]=[CH:14][C:10]=2[C:9]([O:15][CH2:16][CH2:17][C:18]2[N:19]=[C:20]([C:24]3[CH:29]=[CH:28][CH:27]=[CH:26][CH:25]=3)[O:21][C:22]=2[CH3:23])=[CH:8][CH:7]=1.CCC(CCCCC(NC(C(NC(C(NC(C(NC1C(=O)NC(CCN)C(=O)NC(CC2C=CC=CC=2)C(=O)NC(CC(C)C)C(=O)NC(CCN)C(=O)NC(CCN)C(=O)NC(C(O)C)C(=O)NCC1)=O)CCN)=O)C(O)C)=O)CCN)=O)C.OS(O)(=O)=O. The catalyst is CN(C=O)C. The product is [CH3:1][O:2][C:3](=[O:33])/[C:4](/[O:31][CH3:32])=[CH:5]/[C:6]1[C:11]2[S:12][CH:13]=[CH:14][C:10]=2[C:9]([O:15][CH2:16][CH2:17][C:18]2[N:19]=[C:20]([C:24]3[CH:25]=[CH:26][CH:27]=[CH:28][CH:29]=3)[O:21][C:22]=2[CH3:23])=[CH:8][CH:7]=1. The yield is 0.900. (6) The reactants are O[C@@H:2]1[CH2:8][CH2:7][CH2:6][N:5]([C:9]([O:11][C:12]([CH3:15])([CH3:14])[CH3:13])=[O:10])[C:4]2[CH:16]=[C:17]([C:21]([F:24])([F:23])[F:22])[C:18]([CH3:20])=[CH:19][C:3]1=2.C1(P([N:39]=[N+:40]=[N-:41])(C2C=CC=CC=2)=O)C=CC=CC=1.C1CCN2C(=NCCC2)CC1. The catalyst is C1(C)C=CC=CC=1. The product is [N:39]([C@H:2]1[CH2:8][CH2:7][CH2:6][N:5]([C:9]([O:11][C:12]([CH3:15])([CH3:14])[CH3:13])=[O:10])[C:4]2[CH:16]=[C:17]([C:21]([F:24])([F:23])[F:22])[C:18]([CH3:20])=[CH:19][C:3]1=2)=[N+:40]=[N-:41]. The yield is 0.850. (7) The reactants are [CH3:1][O:2][C:3]1[CH:29]=[CH:28][C:6]([CH2:7][NH:8][C:9]2[CH:14]=[CH:13][C:12]([N+:15]([O-])=O)=[C:11]([S:18][CH2:19][C:20]3[CH:25]=[CH:24][C:23]([O:26][CH3:27])=[CH:22][CH:21]=3)[N:10]=2)=[CH:5][CH:4]=1.[Cl-].[NH4+]. The catalyst is CO.[Zn]. The product is [CH3:1][O:2][C:3]1[CH:4]=[CH:5][C:6]([CH2:7][NH:8][C:9]2[CH:14]=[CH:13][C:12]([NH2:15])=[C:11]([S:18][CH2:19][C:20]3[CH:25]=[CH:24][C:23]([O:26][CH3:27])=[CH:22][CH:21]=3)[N:10]=2)=[CH:28][CH:29]=1. The yield is 0.540.